Dataset: Forward reaction prediction with 1.9M reactions from USPTO patents (1976-2016). Task: Predict the product of the given reaction. (1) The product is: [N:34]1([C:5]([CH3:7])([CH3:6])[C:3]([C:8]2[CH:13]=[CH:12][C:11]([S:14]([CH3:17])(=[O:16])=[O:15])=[CH:10][CH:9]=2)=[O:4])[CH2:28][CH2:33][CH2:35][CH2:36][CH2:37][CH2:38]1. Given the reactants CO[C:3]1([C:8]2[CH:13]=[CH:12][C:11]([S:14]([CH3:17])(=[O:16])=[O:15])=[CH:10][CH:9]=2)[C:5]([CH3:7])([CH3:6])[O:4]1.CSC1C=CC(C([C:28]2([N:34]3[CH2:38][CH2:37][CH2:36][CH2:35]3)[CH2:33]CCCC2)=O)=CC=1, predict the reaction product. (2) Given the reactants C([O:4][C:5]1[CH:10]=[C:9]([C:11]#[N:12])[C:8](Br)=[C:7]([C:14]#[N:15])[C:6]=1[O:16]C(=O)C)(=O)C.[CH2:20]([Sn](CCCC)(CCCC)CCCC)[CH:21]=[CH2:22], predict the reaction product. The product is: [CH2:22]([C:8]1[C:7]([C:14]#[N:15])=[C:6]([OH:16])[C:5]([OH:4])=[CH:10][C:9]=1[C:11]#[N:12])[CH:21]=[CH2:20]. (3) Given the reactants [CH:1]([CH:4]1[C:9](=O)[NH:8][C:7]2[CH:11]=[CH:12][CH:13]=[C:14]([CH3:15])[C:6]=2[O:5]1)([CH3:3])[CH3:2].[H-].[Al+3].[Li+].[H-].[H-].[H-].[OH-].[Na+].S([O-])([O-])(=O)=O.[Mg+2], predict the reaction product. The product is: [CH:1]([CH:4]1[CH2:9][NH:8][C:7]2[CH:11]=[CH:12][CH:13]=[C:14]([CH3:15])[C:6]=2[O:5]1)([CH3:3])[CH3:2]. (4) Given the reactants Cl[C:2]1[C:7]([CH:8]([O:13][C:14]([CH3:17])([CH3:16])[CH3:15])[C:9]([O:11][CH3:12])=[O:10])=[C:6]([CH3:18])[N:5]=[C:4]2[S:19][C:20]3[CH2:25][CH2:24][CH2:23][CH2:22][C:21]=3[C:3]=12.C(=O)([O-])[O-].[K+].[K+].CC1(C)C(C)(C)OB([C:40]2[CH:48]=[CH:47][C:43]3[N:44]=[CH:45][S:46][C:42]=3[CH:41]=2)O1.C(OCC)(=O)C, predict the reaction product. The product is: [CH3:18][C:6]1[N:5]=[C:4]2[S:19][C:20]3[CH2:25][CH2:24][CH2:23][CH2:22][C:21]=3[C:3]2=[C:2]([C:40]2[CH:48]=[CH:47][C:43]3[N:44]=[CH:45][S:46][C:42]=3[CH:41]=2)[C:7]=1[CH:8]([O:13][C:14]([CH3:17])([CH3:16])[CH3:15])[C:9]([O:11][CH3:12])=[O:10]. (5) Given the reactants [CH2:1]([O:3][C:4](=[O:16])[CH2:5][C:6]1[CH2:10][CH2:9][CH2:8][C:7]=1[C:11]([O:13]CC)=O)[CH3:2].[H-].[Na+].[Cl:19][C:20]1[CH:29]=[C:28]([I:30])[CH:27]=[CH:26][C:21]=1[N:22]=[C:23]=[N:24][CH3:25], predict the reaction product. The product is: [Cl:19][C:20]1[CH:29]=[C:28]([I:30])[CH:27]=[CH:26][C:21]=1[NH:22][C:23]1[N:24]([CH3:25])[C:11](=[O:13])[C:7]2[CH2:8][CH2:9][CH2:10][C:6]=2[C:5]=1[C:4]([O:3][CH2:1][CH3:2])=[O:16]. (6) Given the reactants O=[C:2]([C:6]1[C:14]2[C:9](=[CH:10][N:11]=[CH:12][CH:13]=2)[NH:8][CH:7]=1)[C:3]([NH2:5])=O.[H-].[Al+3].[Li+].[H-].[H-].[H-], predict the reaction product. The product is: [NH2:5][CH2:3][CH2:2][C:6]1[C:14]2[C:9](=[CH:10][N:11]=[CH:12][CH:13]=2)[NH:8][CH:7]=1. (7) Given the reactants [N:1]([O-])=O.[Na+].[NH2:5][C:6]1[CH:13]=[CH:12][C:11]([O:14][CH2:15][C:16]2[CH:21]=[C:20]([F:22])[CH:19]=[C:18]([F:23])[CH:17]=2)=[CH:10][C:7]=1[C:8]#[N:9].[Sn](Cl)Cl, predict the reaction product. The product is: [F:23][C:18]1[CH:17]=[C:16]([CH:21]=[C:20]([F:22])[CH:19]=1)[CH2:15][O:14][C:11]1[CH:10]=[C:7]2[C:6](=[CH:13][CH:12]=1)[NH:5][N:9]=[C:8]2[NH2:1].